This data is from Reaction yield outcomes from USPTO patents with 853,638 reactions. The task is: Predict the reaction yield, written as a fraction of the theoretical maximum amount of product (1.0 means a 100% yield; for example, 0.34 means a 34% yield). (1) The reactants are [CH:1]1([C:5](Cl)=[O:6])[CH2:4][CH2:3][CH2:2]1.[CH2:8]([NH:15][C:16]([C:18]1[S:22][C:21]([NH2:23])=[N:20][C:19]=1[CH3:24])=[O:17])[C:9]1[CH:14]=[CH:13][CH:12]=[CH:11][CH:10]=1. No catalyst specified. The product is [CH2:8]([NH:15][C:16]([C:18]1[S:22][C:21]([NH:23][C:5]([CH:1]2[CH2:4][CH2:3][CH2:2]2)=[O:6])=[N:20][C:19]=1[CH3:24])=[O:17])[C:9]1[CH:14]=[CH:13][CH:12]=[CH:11][CH:10]=1. The yield is 0.460. (2) The reactants are [NH:1]1[CH:5]=[C:4]([C:6]([O:8][CH2:9][CH3:10])=[O:7])[CH:3]=[N:2]1.[CH3:11][C:12]1[CH:19]=[CH:18][C:15]([CH2:16]Br)=[CH:14][CH:13]=1.C1CN2C(=NCCC2)NC1. The catalyst is CN(C)C=O. The product is [CH3:11][C:12]1[CH:19]=[CH:18][C:15]([CH2:16][N:1]2[CH:5]=[C:4]([C:6]([O:8][CH2:9][CH3:10])=[O:7])[CH:3]=[N:2]2)=[CH:14][CH:13]=1. The yield is 0.900. (3) The reactants are [OH-].[Na+].[O:3]1[CH2:8][CH2:7][CH2:6][CH2:5][CH:4]1[O:9][CH2:10][CH2:11][C:12]([O:14]C)=[O:13]. The catalyst is C1COCC1. The product is [O:3]1[CH2:8][CH2:7][CH2:6][CH2:5][CH:4]1[O:9][CH2:10][CH2:11][C:12]([OH:14])=[O:13]. The yield is 0.910. (4) The reactants are [Br-].[Br-].[Br-].C([N+](CCCC)(CCCC)CCCC)CCC.C([N+](CCCC)(CCCC)CCCC)CCC.C([N+](CCCC)(CCCC)CCCC)CCC.[Br:55][C:56]1[CH:65]=[C:64]2[C:59]([CH2:60][CH2:61][CH2:62][C:63]2=[O:66])=[CH:58][CH:57]=1.C(=O)([O-])[O-].[Li+].[Li+].[Br-].[Li+]. The catalyst is ClCCl.CO. The product is [Br:55][C:56]1[CH:65]=[C:64]2[C:59]([CH:60]=[CH:61][CH:62]=[C:63]2[OH:66])=[CH:58][CH:57]=1. The yield is 0.560. (5) The reactants are [H-].[Na+].[Cl:3][C:4]1[CH:9]=[CH:8][C:7]([N:10]2[C:19](=[O:20])[C:18]3[C:13](=[CH:14][CH:15]=[CH:16][CH:17]=3)[N:12]=[C:11]2[C:21]2[CH:22]=[C:23]3[C:27](=[CH:28][CH:29]=2)[NH:26][CH:25]=[CH:24]3)=[CH:6][CH:5]=1.[CH3:30]I. The catalyst is C1COCC1. The product is [Cl:3][C:4]1[CH:9]=[CH:8][C:7]([N:10]2[C:19](=[O:20])[C:18]3[C:13](=[CH:14][CH:15]=[CH:16][CH:17]=3)[N:12]=[C:11]2[C:21]2[CH:22]=[C:23]3[C:27](=[CH:28][CH:29]=2)[N:26]([CH3:30])[CH:25]=[CH:24]3)=[CH:6][CH:5]=1. The yield is 0.650. (6) The reactants are [Br:1][C:2]1[N:3]=[C:4]2[C:10]([C:11]([OH:13])=O)=[CH:9][N:8]([CH2:14][O:15][CH2:16][CH2:17][Si:18]([CH3:21])([CH3:20])[CH3:19])[C:5]2=[N:6][CH:7]=1.Cl.[NH2:23][C@H:24]([CH3:29])[C:25]([CH3:28])([OH:27])[CH3:26].C(Cl)CCl.C1C=CC2N(O)N=NC=2C=1.CCN(C(C)C)C(C)C. The catalyst is CN(C=O)C. The product is [OH:27][C:25]([CH3:28])([CH3:26])[C@H:24]([NH:23][C:11]([C:10]1[C:4]2[C:5](=[N:6][CH:7]=[C:2]([Br:1])[N:3]=2)[N:8]([CH2:14][O:15][CH2:16][CH2:17][Si:18]([CH3:21])([CH3:20])[CH3:19])[CH:9]=1)=[O:13])[CH3:29]. The yield is 0.600. (7) The reactants are [Cl:1][C:2]1[C:3]2[CH:10]=[CH:9][NH:8][C:4]=2[N:5]=[CH:6][N:7]=1.[Br:11]NC(=O)CCC(N)=O. The catalyst is C(Cl)(Cl)Cl. The product is [Br:11][C:10]1[C:3]2[C:2]([Cl:1])=[N:7][CH:6]=[N:5][C:4]=2[NH:8][CH:9]=1. The yield is 0.890.